From a dataset of Full USPTO retrosynthesis dataset with 1.9M reactions from patents (1976-2016). Predict the reactants needed to synthesize the given product. The reactants are: [CH2:1]([N:3]1[CH:8]2[CH2:9][CH2:10][CH:4]1[CH2:5][CH:6]([C:11]1[N:16]3[N:17]=[C:18]([C:21]4[CH:26]=[CH:25][N:24]=[CH:23][CH:22]=4)[C:19](I)=[C:15]3[N:14]=[CH:13][CH:12]=1)[CH2:7]2)[CH3:2].CC1(C)C(C)(C)OB([C:35]2[CH:41]=[CH:40][C:38]([NH2:39])=[CH:37][CH:36]=2)O1. Given the product [CH2:1]([N:3]1[CH:8]2[CH2:9][CH2:10][CH:4]1[CH2:5][CH:6]([C:11]1[N:16]3[N:17]=[C:18]([C:21]4[CH:26]=[CH:25][N:24]=[CH:23][CH:22]=4)[C:19]([C:35]4[CH:41]=[CH:40][C:38]([NH2:39])=[CH:37][CH:36]=4)=[C:15]3[N:14]=[CH:13][CH:12]=1)[CH2:7]2)[CH3:2], predict the reactants needed to synthesize it.